From a dataset of Full USPTO retrosynthesis dataset with 1.9M reactions from patents (1976-2016). Predict the reactants needed to synthesize the given product. Given the product [Cl:12][C:9]1[N:10]([CH3:11])[C:3]2[C:2]([NH:17][C:16]3[CH:18]=[CH:19][C:20]([O:21][C:22]4[CH:23]=[N:24][N:25]5[CH:30]=[CH:29][CH:28]=[CH:27][C:26]=45)=[C:14]([Cl:13])[CH:15]=3)=[N:7][CH:6]=[N:5][C:4]=2[CH:8]=1, predict the reactants needed to synthesize it. The reactants are: Cl[C:2]1[C:3]2[N:10]([CH3:11])[C:9]([Cl:12])=[CH:8][C:4]=2[N:5]=[CH:6][N:7]=1.[Cl:13][C:14]1[CH:15]=[C:16]([CH:18]=[CH:19][C:20]=1[O:21][C:22]1[CH:23]=[N:24][N:25]2[CH:30]=[CH:29][CH:28]=[CH:27][C:26]=12)[NH2:17].Cl.N1C=CC=CC=1.C(=O)([O-])O.[Na+].